The task is: Predict the product of the given reaction.. This data is from Forward reaction prediction with 1.9M reactions from USPTO patents (1976-2016). (1) Given the reactants [Br:1][C:2]1[CH:3]=[C:4]([O:12][CH2:13][C:14]2[CH:19]=[CH:18][CH:17]=[CH:16][CH:15]=2)[C:5]2[N:9]=[C:8]([CH3:10])[NH:7][C:6]=2[CH:11]=1.[H-].[Na+].[CH3:22][C:23]1[CH:28]=[CH:27][C:26]([S:29](Cl)(=[O:31])=[O:30])=[CH:25][CH:24]=1, predict the reaction product. The product is: [Br:1][C:2]1[CH:3]=[C:4]([O:12][CH2:13][C:14]2[CH:19]=[CH:18][CH:17]=[CH:16][CH:15]=2)[C:5]2[N:9]=[C:8]([CH3:10])[N:7]([S:29]([C:26]3[CH:27]=[CH:28][C:23]([CH3:22])=[CH:24][CH:25]=3)(=[O:31])=[O:30])[C:6]=2[CH:11]=1. (2) The product is: [CH2:12]([O:11][C:9]([C:5]1[CH:6]=[CH:7][C:2]([F:1])=[CH:3][CH:4]=1)=[CH2:10])[CH3:13]. Given the reactants [F:1][C:2]1[CH:7]=[CH:6][C:5](I)=[CH:4][CH:3]=1.[CH2:9]([O:11][C:12]([Sn](CCCC)(CCCC)CCCC)=[CH2:13])[CH3:10], predict the reaction product. (3) Given the reactants [C:12]([O:11][C:9](O[C:9]([O:11][C:12]([CH3:15])([CH3:14])[CH3:13])=[O:10])=[O:10])([CH3:15])([CH3:14])[CH3:13].[C:16]1([C:29]2[CH:34]=[CH:33][CH:32]=[CH:31][CH:30]=2)[CH:21]=[CH:20][C:19]([CH2:22][C@H:23]2[NH:27][C:26](=[O:28])[CH2:25][CH2:24]2)=[CH:18][CH:17]=1, predict the reaction product. The product is: [C:12]([O:11][C:9]([N:27]1[C@H:23]([CH2:22][C:19]2[CH:20]=[CH:21][C:16]([C:29]3[CH:34]=[CH:33][CH:32]=[CH:31][CH:30]=3)=[CH:17][CH:18]=2)[CH2:24][CH2:25][C:26]1=[O:28])=[O:10])([CH3:13])([CH3:14])[CH3:15]. (4) Given the reactants [NH2:1][C:2]1[S:6][C:5]2[CH2:7][CH2:8][CH2:9][C:4]=2[C:3]=1[C:10]([O:12]CC)=O.O.[CH:16]([NH2:18])=O, predict the reaction product. The product is: [N:1]1[C:2]2[S:6][C:5]3[CH2:7][CH2:8][CH2:9][C:4]=3[C:3]=2[C:10](=[O:12])[NH:18][CH:16]=1. (5) Given the reactants [CH3:1][C:2]1[CH:10]=[CH:9][C:5]([C:6]([OH:8])=O)=[CH:4][N:3]=1.CN(C(ON1N=NC2C=CC=NC1=2)=[N+](C)C)C.F[P-](F)(F)(F)(F)F.[CH3:35][O:36][C:37]1[C:42]2[N:43]=[C:44]([NH2:46])[O:45][C:41]=2[C:40]([CH:47]2[CH2:52][CH2:51][O:50][CH2:49][CH2:48]2)=[CH:39][CH:38]=1, predict the reaction product. The product is: [CH3:35][O:36][C:37]1[C:42]2[N:43]=[C:44]([NH:46][C:6](=[O:8])[C:5]3[CH:9]=[CH:10][C:2]([CH3:1])=[N:3][CH:4]=3)[O:45][C:41]=2[C:40]([CH:47]2[CH2:52][CH2:51][O:50][CH2:49][CH2:48]2)=[CH:39][CH:38]=1.